From a dataset of Forward reaction prediction with 1.9M reactions from USPTO patents (1976-2016). Predict the product of the given reaction. (1) Given the reactants [C:9](O[C:9]([O:11][C:12]([CH3:15])([CH3:14])[CH3:13])=[O:10])([O:11][C:12]([CH3:15])([CH3:14])[CH3:13])=[O:10].[CH3:16][C:17]1([CH3:23])[CH2:22][NH:21][CH2:20][CH2:19][NH:18]1, predict the reaction product. The product is: [CH3:16][C:17]1([CH3:23])[NH:18][CH2:19][CH2:20][N:21]([C:9]([O:11][C:12]([CH3:13])([CH3:14])[CH3:15])=[O:10])[CH2:22]1. (2) Given the reactants [C:1]([O:5][C:6](=[O:21])[NH:7][C@H:8]([CH2:19][OH:20])[CH2:9][C:10]1[CH:15]=[CH:14][CH:13]=[C:12]([N+:16]([O-:18])=[O:17])[CH:11]=1)([CH3:4])([CH3:3])[CH3:2].CC(OI1(OC(C)=O)(OC(C)=O)OC(=O)C2C=CC=CC1=2)=O.CCOC(C)=O.CCCCCC, predict the reaction product. The product is: [C:1]([O:5][C:6](=[O:21])[NH:7][C@H:8]([CH:19]=[O:20])[CH2:9][C:10]1[CH:15]=[CH:14][CH:13]=[C:12]([N+:16]([O-:18])=[O:17])[CH:11]=1)([CH3:2])([CH3:4])[CH3:3]. (3) The product is: [NH2:3][C:4]1[N:11]=[CH:10][C:9]([Br:1])=[CH:8][C:5]=1[C:6]#[N:7]. Given the reactants [Br:1]Br.[NH2:3][C:4]1[N:11]=[CH:10][CH:9]=[CH:8][C:5]=1[C:6]#[N:7], predict the reaction product. (4) Given the reactants [CH3:1][O:2][C:3]([C:5]1[C:13]2[C:8](=[CH:9][CH:10]=[CH:11][CH:12]=2)[N:7]([CH3:14])[C:6]=1C(O)=O)=[O:4].C1(P(N=[N+]=[N-])(C2C=CC=CC=2)=[O:25])C=CC=CC=1.CC[N:37]([CH2:40]C)CC.[CH2:42]([OH:49])[C:43]1[CH:48]=[CH:47][CH:46]=[CH:45][CH:44]=1, predict the reaction product. The product is: [CH2:42]([O:49][C:40]([NH:37][C:6]1[N:7]([CH3:14])[C:8]2[C:13]([C:5]=1[C:3]([O:2][CH3:1])=[O:4])=[CH:12][CH:11]=[CH:10][CH:9]=2)=[O:25])[C:43]1[CH:48]=[CH:47][CH:46]=[CH:45][CH:44]=1.